This data is from Forward reaction prediction with 1.9M reactions from USPTO patents (1976-2016). The task is: Predict the product of the given reaction. (1) Given the reactants [F:1][C:2]1[CH:3]=[C:4]([CH:17]=[CH:18][C:19]=1[F:20])[CH2:5][O:6][CH2:7][CH2:8][CH2:9][CH2:10][CH2:11][CH2:12][CH2:13][C:14]([OH:16])=O.C(N(CC)C(C)C)(C)C.N1(OC(N(C)C)=[N+](C)C)C2N=CC=CC=2N=N1.F[P-](F)(F)(F)(F)F.Cl.Cl.[CH2:56]([O:63][C:64](=[O:72])[CH2:65][C@@H:66]([NH2:71])[CH2:67][N:68]([CH3:70])[CH3:69])[C:57]1[CH:62]=[CH:61][CH:60]=[CH:59][CH:58]=1, predict the reaction product. The product is: [CH2:56]([O:63][C:64](=[O:72])[CH2:65][C@@H:66]([NH:71][C:14](=[O:16])[CH2:13][CH2:12][CH2:11][CH2:10][CH2:9][CH2:8][CH2:7][O:6][CH2:5][C:4]1[CH:17]=[CH:18][C:19]([F:20])=[C:2]([F:1])[CH:3]=1)[CH2:67][N:68]([CH3:69])[CH3:70])[C:57]1[CH:62]=[CH:61][CH:60]=[CH:59][CH:58]=1. (2) Given the reactants [CH3:1][O:2][C:3]1[C:4]([CH:9]=O)=[N:5][CH:6]=[CH:7][N:8]=1.[F:11][C:12]1[CH:24]=[CH:23][CH:22]=[CH:21][C:13]=1[O:14][CH2:15][CH:16]1[CH2:20][CH2:19][NH:18][CH2:17]1.C(O[BH-](OC(=O)C)OC(=O)C)(=O)C.[Na+].C(=O)([O-])[O-].[Na+].[Na+], predict the reaction product. The product is: [F:11][C:12]1[CH:24]=[CH:23][CH:22]=[CH:21][C:13]=1[O:14][CH2:15][CH:16]1[CH2:20][CH2:19][N:18]([CH2:9][C:4]2[C:3]([O:2][CH3:1])=[N:8][CH:7]=[CH:6][N:5]=2)[CH2:17]1. (3) Given the reactants [Br:1][C:2]1[CH:3]=[C:4]2[C:8](=[CH:9][CH:10]=1)[N:7]([CH:11]1[CH2:16][CH2:15][CH2:14][CH2:13][O:12]1)[N:6]=[C:5]2I.[Cl:18][C:19]1[S:20][C:21]([Sn](CCCC)(CCCC)CCCC)=[CH:22][N:23]=1, predict the reaction product. The product is: [Br:1][C:2]1[CH:3]=[C:4]2[C:8](=[CH:9][CH:10]=1)[N:7]([CH:11]1[CH2:16][CH2:15][CH2:14][CH2:13][O:12]1)[N:6]=[C:5]2[C:21]1[S:20][C:19]([Cl:18])=[N:23][CH:22]=1.